This data is from Full USPTO retrosynthesis dataset with 1.9M reactions from patents (1976-2016). The task is: Predict the reactants needed to synthesize the given product. (1) Given the product [Si:1]([O:33][CH2:32][CH:10]([OH:9])[CH2:11][N:12]1[C:20]([C:21]2[CH:26]=[CH:25][CH:24]=[C:23]([F:27])[CH:22]=2)=[C:19]2[C:14]([N:15]([CH3:31])[C:16](=[O:30])[N:17]([CH3:29])[C:18]2=[O:28])=[CH:13]1)([C:4]([CH3:7])([CH3:6])[CH3:5])([CH3:3])[CH3:2], predict the reactants needed to synthesize it. The reactants are: [Si:1](Cl)([C:4]([CH3:7])([CH3:6])[CH3:5])([CH3:3])[CH3:2].[OH:9][CH:10]([CH2:32][OH:33])[CH2:11][N:12]1[C:20]([C:21]2[CH:26]=[CH:25][CH:24]=[C:23]([F:27])[CH:22]=2)=[C:19]2[C:14]([N:15]([CH3:31])[C:16](=[O:30])[N:17]([CH3:29])[C:18]2=[O:28])=[CH:13]1.N1C=CN=C1. (2) Given the product [C:1]([O:5][C:6](=[O:26])[C:7]([S:10][C:11]1[S:12][CH:13]=[C:14]([CH2:16][CH2:17][NH:18][C:19]2[CH:24]=[N:23][C:22]([C:31]3[CH:32]=[CH:33][C:28]([Cl:27])=[CH:29][CH:30]=3)=[CH:21][N:20]=2)[N:15]=1)([CH3:9])[CH3:8])([CH3:4])([CH3:3])[CH3:2], predict the reactants needed to synthesize it. The reactants are: [C:1]([O:5][C:6](=[O:26])[C:7]([S:10][C:11]1[S:12][CH:13]=[C:14]([CH2:16][CH2:17][NH:18][C:19]2[CH:24]=[N:23][C:22](Br)=[CH:21][N:20]=2)[N:15]=1)([CH3:9])[CH3:8])([CH3:4])([CH3:3])[CH3:2].[Cl:27][C:28]1[CH:33]=[CH:32][C:31](OB(O)O)=[CH:30][CH:29]=1.C(=O)([O-])[O-].[Na+].[Na+].O.